This data is from Reaction yield outcomes from USPTO patents with 853,638 reactions. The task is: Predict the reaction yield, written as a fraction of the theoretical maximum amount of product (1.0 means a 100% yield; for example, 0.34 means a 34% yield). (1) The reactants are Cl.[CH3:2][C@:3]([C:7]([OH:9])=[O:8])([CH2:5][SH:6])[NH2:4].[OH:10][C:11]1[CH:18]=[C:17]([OH:19])[CH:16]=[CH:15][C:12]=1[C:13]#N.C(N(CC)CC)C.[OH-].[K+]. The catalyst is C(O)C.O. The product is [OH:10][C:11]1[CH:18]=[C:17]([OH:19])[CH:16]=[CH:15][C:12]=1[C:13]1[S:6][CH2:5][C@:3]([CH3:2])([C:7]([OH:9])=[O:8])[N:4]=1. The yield is 0.876. (2) The reactants are [Cl:1][C:2]1[CH:7]=[CH:6][C:5]([C:8]([C:10]2[CH:11]=[N:12][C:13](Cl)=[CH:14][CH:15]=2)=[O:9])=[CH:4][CH:3]=1.CN.C[CH2:20][N:21](CC)CC. The catalyst is CCO. The product is [Cl:1][C:2]1[CH:7]=[CH:6][C:5]([C:8]([C:10]2[CH:11]=[N:12][C:13]([NH:21][CH3:20])=[CH:14][CH:15]=2)=[O:9])=[CH:4][CH:3]=1. The yield is 0.550. (3) The reactants are Cl[C:2]1[N:7]2[N:8]=[CH:9][N:10]=[C:6]2[C:5]([NH:11][C:12]2[CH:17]=[CH:16][C:15]([N:18]3[CH2:23][CH2:22][N:21]([CH2:24][CH3:25])[CH2:20][CH2:19]3)=[CH:14][CH:13]=2)=[CH:4][CH:3]=1.C(=O)([O-])[O-].[K+].[K+].[CH3:32][O:33][C:34]1[CH:39]=[C:38](B(O)O)[CH:37]=[CH:36][N:35]=1.O1CCOCC1. The catalyst is O. The product is [CH2:24]([N:21]1[CH2:22][CH2:23][N:18]([C:15]2[CH:16]=[CH:17][C:12]([NH:11][C:5]3[C:6]4[N:7]([N:8]=[CH:9][N:10]=4)[C:2]([C:38]4[CH:37]=[CH:36][N:35]=[C:34]([O:33][CH3:32])[CH:39]=4)=[CH:3][CH:4]=3)=[CH:13][CH:14]=2)[CH2:19][CH2:20]1)[CH3:25]. The yield is 0.698.